The task is: Predict the reactants needed to synthesize the given product.. This data is from Full USPTO retrosynthesis dataset with 1.9M reactions from patents (1976-2016). (1) The reactants are: [Cl:1][C:2]1[CH:3]=[C:4]([OH:13])[C:5]([CH3:12])=[C:6]([CH:11]=1)[C:7]([O:9][CH3:10])=[O:8].O[CH:15]1[CH2:20][CH2:19][N:18]([C:21]([O:23][C:24]([CH3:27])([CH3:26])[CH3:25])=[O:22])[CH2:17][CH2:16]1.C1(P(C2C=CC=CC=2)C2C=CC=CC=2)C=CC=CC=1.CC(OC(/N=N/C(OC(C)C)=O)=O)C. Given the product [Cl:1][C:2]1[CH:11]=[C:6]([C:7]([O:9][CH3:10])=[O:8])[C:5]([CH3:12])=[C:4]([CH:3]=1)[O:13][CH:15]1[CH2:20][CH2:19][N:18]([C:21]([O:23][C:24]([CH3:27])([CH3:26])[CH3:25])=[O:22])[CH2:17][CH2:16]1, predict the reactants needed to synthesize it. (2) The reactants are: Br[C:2]1[CH:9]=[CH:8][CH:7]=[C:6]([Br:10])[C:3]=1[CH:4]=[O:5].[C:11]([C:15]1[CH:16]=[C:17]2[C:22](=[C:23]([F:25])[CH:24]=1)[C:21](=[O:26])[NH:20][N:19]=[CH:18]2)([CH3:14])([CH3:13])[CH3:12].C(=O)([O-])[O-].[Cs+].[Cs+].COC1C2C(=C3C(=CC=2)C(OC)=CC=N3)N=CC=1. Given the product [Br:10][C:6]1[CH:7]=[CH:8][CH:9]=[C:2]([N:20]2[N:19]=[CH:18][C:17]3[C:22](=[C:23]([F:25])[CH:24]=[C:15]([C:11]([CH3:12])([CH3:14])[CH3:13])[CH:16]=3)[C:21]2=[O:26])[C:3]=1[CH:4]=[O:5], predict the reactants needed to synthesize it.